Dataset: Catalyst prediction with 721,799 reactions and 888 catalyst types from USPTO. Task: Predict which catalyst facilitates the given reaction. (1) Reactant: [CH2:1]([C:4]([F:22])([F:21])[C:5]([F:20])([F:19])[C:6]([F:18])([F:17])[C:7]([F:16])([F:15])[C:8]([F:14])([F:13])[C:9]([F:12])([F:11])[F:10])[CH2:2][OH:3].[OH-].[K+].Br[CH2:26][CH2:27][CH2:28][CH2:29][CH2:30][CH2:31][CH2:32][CH2:33][CH2:34][CH:35]=[CH2:36]. Product: [F:22][C:4]([F:21])([C:5]([F:19])([F:20])[C:6]([F:17])([F:18])[C:7]([F:15])([F:16])[C:8]([F:13])([F:14])[C:9]([F:12])([F:11])[F:10])[CH2:1][CH2:2][O:3][CH2:36][CH2:35][CH2:34][CH2:33][CH2:32][CH2:31][CH2:30][CH2:29][CH2:28][CH:27]=[CH2:26]. The catalyst class is: 81. (2) Reactant: [CH3:1][C:2]1([N:14]2[CH2:19][CH2:18][CH:17]([NH:20][C:21]3[CH:26]=[CH:25][C:24]([CH3:27])=[CH:23][C:22]=3[N+:28]([O-])=O)[CH2:16][CH2:15]2)[CH2:6][CH2:5][N:4]([C:7]([O:9][C:10]([CH3:13])([CH3:12])[CH3:11])=[O:8])[CH2:3]1. Product: [NH2:28][C:22]1[CH:23]=[C:24]([CH3:27])[CH:25]=[CH:26][C:21]=1[NH:20][CH:17]1[CH2:18][CH2:19][N:14]([C:2]2([CH3:1])[CH2:6][CH2:5][N:4]([C:7]([O:9][C:10]([CH3:13])([CH3:12])[CH3:11])=[O:8])[CH2:3]2)[CH2:15][CH2:16]1. The catalyst class is: 19. (3) Reactant: Br[CH2:2][C:3]1[CH:12]=[CH:11][C:6]([C:7]([O:9][CH3:10])=[O:8])=[CH:5][C:4]=1[C:13]([F:16])([F:15])[F:14].[N:17]1([C:23]([O:25][C:26]([CH3:29])([CH3:28])[CH3:27])=[O:24])[CH2:22][CH2:21][NH:20][CH2:19][CH2:18]1.C([O-])([O-])=O.[Cs+].[Cs+].O. Product: [CH3:10][O:9][C:7]([C:6]1[CH:11]=[CH:12][C:3]([CH2:2][N:20]2[CH2:19][CH2:18][N:17]([C:23]([O:25][C:26]([CH3:29])([CH3:28])[CH3:27])=[O:24])[CH2:22][CH2:21]2)=[C:4]([C:13]([F:16])([F:15])[F:14])[CH:5]=1)=[O:8]. The catalyst class is: 3. (4) Reactant: [Br:1][C:2]1[C:3]([C@@H:14]([NH:24]C(=O)OC(C)(C)C)[CH2:15][C:16]2[CH:21]=[C:20]([F:22])[CH:19]=[C:18]([F:23])[CH:17]=2)=[N:4][C:5]([N:8]2[CH2:11][C:10]([OH:13])([CH3:12])[CH2:9]2)=[CH:6][CH:7]=1. Product: [NH2:24][C@H:14]([C:3]1[N:4]=[C:5]([N:8]2[CH2:11][C:10]([CH3:12])([OH:13])[CH2:9]2)[CH:6]=[CH:7][C:2]=1[Br:1])[CH2:15][C:16]1[CH:17]=[C:18]([F:23])[CH:19]=[C:20]([F:22])[CH:21]=1. The catalyst class is: 137.